From a dataset of NCI-60 drug combinations with 297,098 pairs across 59 cell lines. Regression. Given two drug SMILES strings and cell line genomic features, predict the synergy score measuring deviation from expected non-interaction effect. (1) Cell line: A498. Drug 1: C1=CN(C(=O)N=C1N)C2C(C(C(O2)CO)O)O.Cl. Synergy scores: CSS=14.9, Synergy_ZIP=-9.14, Synergy_Bliss=-2.83, Synergy_Loewe=-2.55, Synergy_HSA=-0.684. Drug 2: CCN(CC)CCCC(C)NC1=C2C=C(C=CC2=NC3=C1C=CC(=C3)Cl)OC. (2) Drug 1: CCC1(CC2CC(C3=C(CCN(C2)C1)C4=CC=CC=C4N3)(C5=C(C=C6C(=C5)C78CCN9C7C(C=CC9)(C(C(C8N6C)(C(=O)OC)O)OC(=O)C)CC)OC)C(=O)OC)O.OS(=O)(=O)O. Drug 2: CC1C(C(CC(O1)OC2CC(CC3=C2C(=C4C(=C3O)C(=O)C5=C(C4=O)C(=CC=C5)OC)O)(C(=O)CO)O)N)O.Cl. Cell line: A549. Synergy scores: CSS=43.0, Synergy_ZIP=-2.47, Synergy_Bliss=-2.71, Synergy_Loewe=1.30, Synergy_HSA=1.47. (3) Drug 1: C1CN1P(=S)(N2CC2)N3CC3. Drug 2: CCCCCOC(=O)NC1=NC(=O)N(C=C1F)C2C(C(C(O2)C)O)O. Cell line: CAKI-1. Synergy scores: CSS=-8.06, Synergy_ZIP=3.77, Synergy_Bliss=-1.12, Synergy_Loewe=-8.76, Synergy_HSA=-8.59. (4) Drug 1: CNC(=O)C1=NC=CC(=C1)OC2=CC=C(C=C2)NC(=O)NC3=CC(=C(C=C3)Cl)C(F)(F)F. Drug 2: C1CNP(=O)(OC1)N(CCCl)CCCl. Cell line: COLO 205. Synergy scores: CSS=8.01, Synergy_ZIP=-3.60, Synergy_Bliss=-4.93, Synergy_Loewe=-2.34, Synergy_HSA=-7.31.